Dataset: Reaction yield outcomes from USPTO patents with 853,638 reactions. Task: Predict the reaction yield, written as a fraction of the theoretical maximum amount of product (1.0 means a 100% yield; for example, 0.34 means a 34% yield). (1) The reactants are C([O-])(=O)C.[NH4+:5].[CH3:6][CH:7]1[CH2:11][CH2:10][C:9](=O)[C@@H:8]1[C:13]([O:15][CH2:16][CH3:17])=[O:14]. The catalyst is CO. The product is [NH2:5][C:9]1[CH2:10][CH2:11][C@@H:7]([CH3:6])[C:8]=1[C:13]([O:15][CH2:16][CH3:17])=[O:14]. The yield is 0.970. (2) The reactants are [NH2:1][C@@H:2]1[C@@H:7]([O:8][CH2:9][C:10]2[CH:15]=[CH:14][CH:13]=[CH:12][CH:11]=2)[C@H:6]([O:16][CH2:17][C:18]2[CH:23]=[CH:22][CH:21]=[CH:20][CH:19]=2)[C@@H:5]([CH2:24][O:25][CH2:26][C:27]2[CH:32]=[CH:31][CH:30]=[CH:29][CH:28]=2)[CH2:4][C@@H:3]1[OH:33].[C:34](O[C:34]([O:36][C:37]([CH3:40])([CH3:39])[CH3:38])=[O:35])([O:36][C:37]([CH3:40])([CH3:39])[CH3:38])=[O:35]. The catalyst is C(Cl)Cl. The product is [CH2:9]([O:8][C@H:7]1[C@H:6]([O:16][CH2:17][C:18]2[CH:19]=[CH:20][CH:21]=[CH:22][CH:23]=2)[C@@H:5]([CH2:24][O:25][CH2:26][C:27]2[CH:32]=[CH:31][CH:30]=[CH:29][CH:28]=2)[CH2:4][C@H:3]([OH:33])[C@@H:2]1[NH:1][C:34](=[O:35])[O:36][C:37]([CH3:40])([CH3:39])[CH3:38])[C:10]1[CH:11]=[CH:12][CH:13]=[CH:14][CH:15]=1. The yield is 1.00.